From a dataset of NCI-60 drug combinations with 297,098 pairs across 59 cell lines. Regression. Given two drug SMILES strings and cell line genomic features, predict the synergy score measuring deviation from expected non-interaction effect. (1) Drug 1: CC12CCC(CC1=CCC3C2CCC4(C3CC=C4C5=CN=CC=C5)C)O. Drug 2: C1=CC(=CC=C1CCCC(=O)O)N(CCCl)CCCl. Cell line: SF-268. Synergy scores: CSS=35.8, Synergy_ZIP=-3.69, Synergy_Bliss=-2.61, Synergy_Loewe=-3.99, Synergy_HSA=-3.42. (2) Drug 1: CC1C(C(CC(O1)OC2CC(CC3=C2C(=C4C(=C3O)C(=O)C5=C(C4=O)C(=CC=C5)OC)O)(C(=O)C)O)N)O.Cl. Drug 2: CC1C(C(CC(O1)OC2CC(OC(C2O)C)OC3=CC4=CC5=C(C(=O)C(C(C5)C(C(=O)C(C(C)O)O)OC)OC6CC(C(C(O6)C)O)OC7CC(C(C(O7)C)O)OC8CC(C(C(O8)C)O)(C)O)C(=C4C(=C3C)O)O)O)O. Cell line: SK-OV-3. Synergy scores: CSS=7.52, Synergy_ZIP=-3.90, Synergy_Bliss=-2.78, Synergy_Loewe=-6.95, Synergy_HSA=-2.54. (3) Drug 1: CC1=CC=C(C=C1)C2=CC(=NN2C3=CC=C(C=C3)S(=O)(=O)N)C(F)(F)F. Drug 2: C1C(C(OC1N2C=NC(=NC2=O)N)CO)O. Cell line: T-47D. Synergy scores: CSS=-0.681, Synergy_ZIP=1.69, Synergy_Bliss=4.17, Synergy_Loewe=-2.00, Synergy_HSA=-1.19. (4) Drug 1: COC1=C(C=C2C(=C1)N=CN=C2NC3=CC(=C(C=C3)F)Cl)OCCCN4CCOCC4. Drug 2: C1=CC(=C2C(=C1NCCNCCO)C(=O)C3=C(C=CC(=C3C2=O)O)O)NCCNCCO. Cell line: SK-MEL-5. Synergy scores: CSS=67.5, Synergy_ZIP=15.7, Synergy_Bliss=15.7, Synergy_Loewe=16.4, Synergy_HSA=18.8. (5) Drug 1: C1CC(=O)NC(=O)C1N2CC3=C(C2=O)C=CC=C3N. Drug 2: CC(CN1CC(=O)NC(=O)C1)N2CC(=O)NC(=O)C2. Cell line: BT-549. Synergy scores: CSS=22.9, Synergy_ZIP=10.3, Synergy_Bliss=11.9, Synergy_Loewe=13.4, Synergy_HSA=13.6. (6) Drug 1: C1=CC(=CC=C1CCCC(=O)O)N(CCCl)CCCl. Drug 2: B(C(CC(C)C)NC(=O)C(CC1=CC=CC=C1)NC(=O)C2=NC=CN=C2)(O)O. Cell line: NCI-H322M. Synergy scores: CSS=-3.22, Synergy_ZIP=2.29, Synergy_Bliss=-0.752, Synergy_Loewe=-2.64, Synergy_HSA=-4.61. (7) Drug 1: C1=CC(=CC=C1C#N)C(C2=CC=C(C=C2)C#N)N3C=NC=N3. Drug 2: CC1CCC2CC(C(=CC=CC=CC(CC(C(=O)C(C(C(=CC(C(=O)CC(OC(=O)C3CCCCN3C(=O)C(=O)C1(O2)O)C(C)CC4CCC(C(C4)OC)O)C)C)O)OC)C)C)C)OC. Cell line: ACHN. Synergy scores: CSS=5.08, Synergy_ZIP=-0.164, Synergy_Bliss=2.65, Synergy_Loewe=-10.7, Synergy_HSA=-6.16. (8) Drug 1: CC1=C(N=C(N=C1N)C(CC(=O)N)NCC(C(=O)N)N)C(=O)NC(C(C2=CN=CN2)OC3C(C(C(C(O3)CO)O)O)OC4C(C(C(C(O4)CO)O)OC(=O)N)O)C(=O)NC(C)C(C(C)C(=O)NC(C(C)O)C(=O)NCCC5=NC(=CS5)C6=NC(=CS6)C(=O)NCCC[S+](C)C)O. Drug 2: C1C(C(OC1N2C=NC3=C2NC=NCC3O)CO)O. Cell line: MOLT-4. Synergy scores: CSS=72.9, Synergy_ZIP=12.1, Synergy_Bliss=12.0, Synergy_Loewe=-8.35, Synergy_HSA=12.4.